Task: Regression. Given two drug SMILES strings and cell line genomic features, predict the synergy score measuring deviation from expected non-interaction effect.. Dataset: NCI-60 drug combinations with 297,098 pairs across 59 cell lines (1) Drug 1: CC1=CC2C(CCC3(C2CCC3(C(=O)C)OC(=O)C)C)C4(C1=CC(=O)CC4)C. Drug 2: C1=NC(=NC(=O)N1C2C(C(C(O2)CO)O)O)N. Cell line: OVCAR-4. Synergy scores: CSS=1.15, Synergy_ZIP=-2.51, Synergy_Bliss=-0.326, Synergy_Loewe=-10.4, Synergy_HSA=-1.08. (2) Drug 1: C1=C(C(=O)NC(=O)N1)N(CCCl)CCCl. Drug 2: C(CN)CNCCSP(=O)(O)O. Cell line: SF-268. Synergy scores: CSS=17.9, Synergy_ZIP=-8.88, Synergy_Bliss=-2.23, Synergy_Loewe=-14.1, Synergy_HSA=-3.42. (3) Drug 1: CCC(=C(C1=CC=CC=C1)C2=CC=C(C=C2)OCCN(C)C)C3=CC=CC=C3.C(C(=O)O)C(CC(=O)O)(C(=O)O)O. Drug 2: C#CCC(CC1=CN=C2C(=N1)C(=NC(=N2)N)N)C3=CC=C(C=C3)C(=O)NC(CCC(=O)O)C(=O)O. Cell line: SR. Synergy scores: CSS=79.4, Synergy_ZIP=0.0769, Synergy_Bliss=-0.784, Synergy_Loewe=-5.39, Synergy_HSA=0.477. (4) Drug 1: CC12CCC3C(C1CCC2O)C(CC4=C3C=CC(=C4)O)CCCCCCCCCS(=O)CCCC(C(F)(F)F)(F)F. Drug 2: C1=NNC2=C1C(=O)NC=N2. Cell line: HS 578T. Synergy scores: CSS=-0.726, Synergy_ZIP=-2.18, Synergy_Bliss=-4.58, Synergy_Loewe=-4.38, Synergy_HSA=-3.78.